This data is from Merck oncology drug combination screen with 23,052 pairs across 39 cell lines. The task is: Regression. Given two drug SMILES strings and cell line genomic features, predict the synergy score measuring deviation from expected non-interaction effect. (1) Drug 1: O=C(O)C1(Cc2cccc(Nc3nccs3)n2)CCC(Oc2cccc(Cl)c2F)CC1. Drug 2: NC1CCCCC1N.O=C(O)C(=O)O.[Pt+2]. Cell line: CAOV3. Synergy scores: synergy=-13.7. (2) Drug 1: CN(C)C(=N)N=C(N)N. Drug 2: O=C(O)C1(Cc2cccc(Nc3nccs3)n2)CCC(Oc2cccc(Cl)c2F)CC1. Cell line: UWB1289. Synergy scores: synergy=1.88. (3) Drug 1: CN(C)C(=N)N=C(N)N. Drug 2: CC1(c2nc3c(C(N)=O)cccc3[nH]2)CCCN1. Cell line: MSTO. Synergy scores: synergy=1.13.